Dataset: Reaction yield outcomes from USPTO patents with 853,638 reactions. Task: Predict the reaction yield, written as a fraction of the theoretical maximum amount of product (1.0 means a 100% yield; for example, 0.34 means a 34% yield). The reactants are [CH3:1][O:2][C:3](=[O:26])[CH2:4][CH2:5][CH2:6][C:7]#[C:8][CH2:9][N:10]1[C:15](=[O:16])[CH2:14][CH2:13][CH2:12][C@@H:11]1/[CH:17]=[CH:18]/[CH:19]([OH:25])[CH2:20][CH2:21][CH2:22][CH2:23][CH3:24].[H][H]. The catalyst is [Pd].CO. The product is [CH3:1][O:2][C:3](=[O:26])[CH2:4][CH2:5][CH2:6]/[CH:7]=[CH:8]\[CH2:9][N:10]1[C:15](=[O:16])[CH2:14][CH2:13][CH2:12][C@@H:11]1/[CH:17]=[CH:18]/[CH:19]([OH:25])[CH2:20][CH2:21][CH2:22][CH2:23][CH3:24]. The yield is 0.970.